Dataset: Reaction yield outcomes from USPTO patents with 853,638 reactions. Task: Predict the reaction yield, written as a fraction of the theoretical maximum amount of product (1.0 means a 100% yield; for example, 0.34 means a 34% yield). The reactants are [NH2:1][C:2]1[C:3]([C:7]2[N:11]([C:12]3[CH:17]=[CH:16][C:15]([F:18])=[C:14]([Cl:19])[CH:13]=3)[C:10](=[O:20])[O:9][N:8]=2)=[N:4][O:5][N:6]=1.[F:21][C:22]([F:33])([F:32])[C:23](O[C:23](=[O:24])[C:22]([F:33])([F:32])[F:21])=[O:24].N1C=CC=CC=1. The catalyst is ClCCl. The product is [Cl:19][C:14]1[CH:13]=[C:12]([N:11]2[C:10](=[O:20])[O:9][N:8]=[C:7]2[C:3]2[C:2]([NH:1][C:23](=[O:24])[C:22]([F:33])([F:32])[F:21])=[N:6][O:5][N:4]=2)[CH:17]=[CH:16][C:15]=1[F:18]. The yield is 0.990.